From a dataset of Reaction yield outcomes from USPTO patents with 853,638 reactions. Predict the reaction yield, written as a fraction of the theoretical maximum amount of product (1.0 means a 100% yield; for example, 0.34 means a 34% yield). The reactants are [Cl:1][C:2]1[CH:7]=[CH:6][C:5]([O:8][CH3:9])=[CH:4][C:3]=1[CH2:10][C:11]([C:13]1[CH:14]=[CH:15][C:16]2[O:20][C:19](=[O:21])[N:18]([CH3:22])[C:17]=2[CH:23]=1)=[O:12].[H-].[Na+].[CH3:26]I. The catalyst is CN(C=O)C. The product is [Cl:1][C:2]1[CH:7]=[CH:6][C:5]([O:8][CH3:9])=[CH:4][C:3]=1[CH:10]([CH3:26])[C:11]([C:13]1[CH:14]=[CH:15][C:16]2[O:20][C:19](=[O:21])[N:18]([CH3:22])[C:17]=2[CH:23]=1)=[O:12]. The yield is 0.600.